This data is from Full USPTO retrosynthesis dataset with 1.9M reactions from patents (1976-2016). The task is: Predict the reactants needed to synthesize the given product. (1) The reactants are: [Br:1][C:2]1[N:7]=[C:6]([F:8])[C:5]([OH:9])=[CH:4][CH:3]=1.C(N(CC)CC)C.Cl[Si:18]([CH:25]([CH3:27])[CH3:26])([CH:22]([CH3:24])[CH3:23])[CH:19]([CH3:21])[CH3:20]. Given the product [Br:1][C:2]1[N:7]=[C:6]([F:8])[C:5]([O:9][Si:18]([CH:25]([CH3:27])[CH3:26])([CH:22]([CH3:24])[CH3:23])[CH:19]([CH3:21])[CH3:20])=[CH:4][CH:3]=1, predict the reactants needed to synthesize it. (2) Given the product [C:12]([CH2:11][CH:7]([NH:6][C:2]([O:4][CH3:5])=[O:3])[C:8]([OH:10])=[O:9])#[N:13], predict the reactants needed to synthesize it. The reactants are: Cl[C:2]([O:4][CH3:5])=[O:3].[NH2:6][CH:7]([CH2:11][C:12]#[N:13])[C:8]([OH:10])=[O:9].[OH-].[Na+].Cl. (3) Given the product [CH2:1]([O:8][C:9]1[C:10]([F:20])=[C:11]([C:16]([CH3:19])=[CH:17][CH:18]=1)[C:12]([OH:14])=[O:13])[C:2]1[CH:3]=[CH:4][CH:5]=[CH:6][CH:7]=1, predict the reactants needed to synthesize it. The reactants are: [CH2:1]([O:8][C:9]1[C:10]([F:20])=[C:11]([C:16]([CH3:19])=[CH:17][CH:18]=1)[C:12]([O:14]C)=[O:13])[C:2]1[CH:7]=[CH:6][CH:5]=[CH:4][CH:3]=1.CO.[OH-].[K+].Cl. (4) Given the product [NH2:7][C@H:8]1[C@@H:9]([NH:16][C:17]([C:19]2[S:20][C:21]([CH3:34])=[C:22]([C:24]3[CH:25]=[N:26][N:27]4[CH:32]=[C:31]([Cl:33])[CH:30]=[N:29][C:28]=34)[CH:23]=2)=[O:18])[C:10]([F:15])([F:14])[CH2:11][CH2:12][CH2:13]1, predict the reactants needed to synthesize it. The reactants are: C(OC(=O)[NH:7][C@@H:8]1[CH2:13][CH2:12][CH2:11][C:10]([F:15])([F:14])[C@@H:9]1[NH:16][C:17]([C:19]1[S:20][C:21]([CH3:34])=[C:22]([C:24]2[CH:25]=[N:26][N:27]3[CH:32]=[C:31]([Cl:33])[CH:30]=[N:29][C:28]=23)[CH:23]=1)=[O:18])(C)(C)C.FC(F)(F)C(O)=O. (5) The reactants are: N#N.[CH3:3][C:4]1([C:9]2[S:13][C:12]([CH2:14][N:15]3[N:19]=[C:18]([N+:20]([O-])=O)[CH:17]=[N:16]3)=[N:11][CH:10]=2)[O:8][CH2:7][CH2:6][O:5]1.[NH4+].[Cl-]. Given the product [CH3:3][C:4]1([C:9]2[S:13][C:12]([CH2:14][N:15]3[N:19]=[C:18]([NH2:20])[CH:17]=[N:16]3)=[N:11][CH:10]=2)[O:5][CH2:6][CH2:7][O:8]1, predict the reactants needed to synthesize it.